From a dataset of Merck oncology drug combination screen with 23,052 pairs across 39 cell lines. Regression. Given two drug SMILES strings and cell line genomic features, predict the synergy score measuring deviation from expected non-interaction effect. (1) Drug 1: Cc1nc(Nc2ncc(C(=O)Nc3c(C)cccc3Cl)s2)cc(N2CCN(CCO)CC2)n1. Drug 2: CC1(c2nc3c(C(N)=O)cccc3[nH]2)CCCN1. Cell line: UACC62. Synergy scores: synergy=10.4. (2) Drug 1: O=P1(N(CCCl)CCCl)NCCCO1. Drug 2: C#Cc1cccc(Nc2ncnc3cc(OCCOC)c(OCCOC)cc23)c1. Cell line: HCT116. Synergy scores: synergy=-3.71.